From a dataset of Forward reaction prediction with 1.9M reactions from USPTO patents (1976-2016). Predict the product of the given reaction. (1) Given the reactants [CH:1]([O:4][C:5]1[CH:6]=[C:7]([CH:11]=[C:12]([O:14][CH:15]([CH3:17])[CH3:16])[CH:13]=1)[C:8](O)=[O:9])([CH3:3])[CH3:2].S(Cl)([Cl:20])=O, predict the reaction product. The product is: [CH:1]([O:4][C:5]1[CH:6]=[C:7]([CH:11]=[C:12]([O:14][CH:15]([CH3:17])[CH3:16])[CH:13]=1)[C:8]([Cl:20])=[O:9])([CH3:3])[CH3:2]. (2) Given the reactants N([O-])=O.[Na+].[Br:5][C:6]1[C:7](N)=[N:8][CH:9]=[C:10]([F:12])[CH:11]=1.O.C(=O)(O)[O-].[Na+].N1C=CC=CC=1.[FH:26], predict the reaction product. The product is: [Br:5][C:6]1[C:7]([F:26])=[N:8][CH:9]=[C:10]([F:12])[CH:11]=1. (3) Given the reactants [Cl:1][C:2]1[C:3]([C:16]2[CH:21]=[CH:20][N:19]=[C:18]3[N:22](S(C4C=CC(C)=CC=4)(=O)=O)[C:23]([CH:25]4[CH2:29][CH2:28][N:27]([C:30]([O:32][C:33]([CH3:36])([CH3:35])[CH3:34])=[O:31])[CH2:26]4)=[CH:24][C:17]=23)=[N:4][C:5]([NH:8][CH2:9][CH:10]2[CH2:15][CH2:14][O:13][CH2:12][CH2:11]2)=[CH:6][CH:7]=1, predict the reaction product. The product is: [Cl:1][C:2]1[C:3]([C:16]2[CH:21]=[CH:20][N:19]=[C:18]3[NH:22][C:23]([CH:25]4[CH2:29][CH2:28][N:27]([C:30]([O:32][C:33]([CH3:36])([CH3:35])[CH3:34])=[O:31])[CH2:26]4)=[CH:24][C:17]=23)=[N:4][C:5]([NH:8][CH2:9][CH:10]2[CH2:11][CH2:12][O:13][CH2:14][CH2:15]2)=[CH:6][CH:7]=1. (4) The product is: [Cl:2][C:3]1[CH:4]=[C:5]2[C:9](=[CH:10][CH:11]=1)[N:8]([CH2:20][C:21]1[CH:28]=[CH:27][C:24]([C:25]#[N:26])=[CH:23][CH:22]=1)[C:7]([C:12]1[CH:13]=[N:14][CH:15]=[CH:16][CH:17]=1)=[C:6]2[CH3:18]. Given the reactants Cl.[Cl:2][C:3]1[CH:4]=[C:5]2[C:9](=[CH:10][CH:11]=1)[NH:8][C:7]([C:12]1[CH:13]=[N:14][CH:15]=[CH:16][CH:17]=1)=[C:6]2[CH3:18].Br[CH2:20][C:21]1[CH:28]=[CH:27][C:24]([C:25]#[N:26])=[CH:23][CH:22]=1, predict the reaction product. (5) Given the reactants [F:1][C:2]1[CH:30]=[CH:29][C:5]([CH2:6][N:7]2[C:11]3=[CH:12][N:13]=[C:14]([C:16]([OH:18])=O)[CH:15]=[C:10]3[C:9]([CH2:19][O:20][CH2:21][CH2:22][N:23]3[CH2:27][CH2:26][CH2:25][C:24]3=[O:28])=[CH:8]2)=[CH:4][CH:3]=1.ClC1N=C(OC)N=C(OC)N=1.CN1CCOCC1.Cl.[CH3:50][NH:51][OH:52], predict the reaction product. The product is: [F:1][C:2]1[CH:30]=[CH:29][C:5]([CH2:6][N:7]2[C:11]3=[CH:12][N:13]=[C:14]([C:16]([N:51]([OH:52])[CH3:50])=[O:18])[CH:15]=[C:10]3[C:9]([CH2:19][O:20][CH2:21][CH2:22][N:23]3[CH2:27][CH2:26][CH2:25][C:24]3=[O:28])=[CH:8]2)=[CH:4][CH:3]=1.